Dataset: Forward reaction prediction with 1.9M reactions from USPTO patents (1976-2016). Task: Predict the product of the given reaction. (1) Given the reactants [CH2:1]([S:3]([C:6]1[CH:25]=[CH:24][CH:23]=[CH:22][C:7]=1[CH2:8][N:9]1[C:14]2[N:15]=[C:16]([S:19][CH3:20])[N:17]=[CH:18][C:13]=2[CH:12]=[CH:11][C:10]1=[O:21])(=[O:5])=[O:4])[CH3:2].ClC1C=CC=C(C(OO)=[O:34])C=1, predict the reaction product. The product is: [CH2:1]([S:3]([C:6]1[CH:25]=[CH:24][CH:23]=[CH:22][C:7]=1[CH2:8][N:9]1[C:14]2[N:15]=[C:16]([S:19]([CH3:20])=[O:34])[N:17]=[CH:18][C:13]=2[CH:12]=[CH:11][C:10]1=[O:21])(=[O:5])=[O:4])[CH3:2]. (2) Given the reactants [OH:1][C:2]([CH3:35])([CH3:34])[CH2:3][C@@:4]1([C:28]2[CH:33]=[CH:32][CH:31]=[CH:30][CH:29]=2)[O:9][C:8](=[O:10])[N:7]([C@H:11]([C:13]2[CH:18]=[CH:17][C:16]([C:19]3[CH:20]=[CH:21][C:22]([C:25](O)=[O:26])=[N:23][CH:24]=3)=[CH:15][CH:14]=2)[CH3:12])[CH2:6][CH2:5]1.[CH3:36][NH2:37], predict the reaction product. The product is: [CH3:36][NH:37][C:25]([C:22]1[CH:21]=[CH:20][C:19]([C:16]2[CH:15]=[CH:14][C:13]([C@@H:11]([N:7]3[CH2:6][CH2:5][C@:4]([CH2:3][C:2]([OH:1])([CH3:34])[CH3:35])([C:28]4[CH:29]=[CH:30][CH:31]=[CH:32][CH:33]=4)[O:9][C:8]3=[O:10])[CH3:12])=[CH:18][CH:17]=2)=[CH:24][N:23]=1)=[O:26]. (3) Given the reactants [Cl:1][C:2]1[CH:3]=[C:4]([F:31])[C:5]([C:25]2[N:29]=[C:28]([CH3:30])[O:27][N:26]=2)=[C:6]([C:8]2[CH:9]=[C:10]3[C:14](=[CH:15][CH:16]=2)[C@@H:13]([NH:17][C:18]([C:20]2([NH2:24])[CH2:23][O:22][CH2:21]2)=[O:19])[CH2:12][CH2:11]3)[CH:7]=1.[CH3:32][O:33][C:34]1[CH:38]=[C:37]([C:39](O)=[O:40])[O:36][N:35]=1, predict the reaction product. The product is: [Cl:1][C:2]1[CH:3]=[C:4]([F:31])[C:5]([C:25]2[N:29]=[C:28]([CH3:30])[O:27][N:26]=2)=[C:6]([C:8]2[CH:9]=[C:10]3[C:14](=[CH:15][CH:16]=2)[C@@H:13]([NH:17][C:18]([C:20]2([NH:24][C:39]([C:37]4[O:36][N:35]=[C:34]([O:33][CH3:32])[CH:38]=4)=[O:40])[CH2:21][O:22][CH2:23]2)=[O:19])[CH2:12][CH2:11]3)[CH:7]=1. (4) Given the reactants Cl.[N:2]1([C@H:8]2[CH2:13][CH2:12][CH2:11][CH2:10][C@@H:9]2[O:14][CH2:15][C:16]2[C:21]([Cl:22])=[CH:20][CH:19]=[CH:18][C:17]=2[Cl:23])[CH2:7][CH2:6][O:5][CH2:4][CH2:3]1, predict the reaction product. The product is: [ClH:22].[O:5]=[C:4]1[CH2:6][CH2:7][N:2]([C@H:8]2[CH2:13][CH2:12][CH2:11][CH2:10][C@@H:9]2[O:14][CH2:15][C:16]2[C:21]([Cl:22])=[CH:20][CH:19]=[CH:18][C:17]=2[Cl:23])[CH2:3]1.